This data is from Ames mutagenicity test results for genotoxicity prediction. The task is: Regression/Classification. Given a drug SMILES string, predict its toxicity properties. Task type varies by dataset: regression for continuous values (e.g., LD50, hERG inhibition percentage) or binary classification for toxic/non-toxic outcomes (e.g., AMES mutagenicity, cardiotoxicity, hepatotoxicity). Dataset: ames. (1) The drug is CC(Cl)CCl. The result is 1 (mutagenic). (2) The molecule is CCCCCCCCCCCCCOC(=O)c1ccccc1C(=O)OCCCCCCCCCCCCC. The result is 0 (non-mutagenic). (3) The drug is CCCCCCCCCCCCCCCC(=O)OCC(O)c1oc(O)c(O)c1O. The result is 0 (non-mutagenic). (4) The compound is CN/C(=C/[N+](=O)[O-])NCCSCc1ccc(CN(C)C)o1. The result is 0 (non-mutagenic). (5) The drug is Cc1ccc2cc3c(ccc4ccccc43)c3c2c1CC3=O. The result is 1 (mutagenic).